Dataset: Full USPTO retrosynthesis dataset with 1.9M reactions from patents (1976-2016). Task: Predict the reactants needed to synthesize the given product. Given the product [O:42]1[CH:36]=[CH:37][C:39]([C:6]2[C:14]3[C:13]([CH3:15])=[N:12][CH:11]=[N:10][C:9]=3[N:8]([C@@H:16]3[O:22][C@H:21]([CH2:23][OH:24])[C@@H:19]([OH:20])[C@H:17]3[OH:18])[CH:7]=2)=[CH:41]1, predict the reactants needed to synthesize it. The reactants are: O1C=CC=C1[C:6]1[C:14]2[C:13]([CH3:15])=[N:12][CH:11]=[N:10][C:9]=2[N:8]([C@@H:16]2[O:22][C@H:21]([CH2:23][OH:24])[C@@H:19]([OH:20])[C@H:17]2[OH:18])[CH:7]=1.BrC1C2C(C)=NC=NC=2N([C@@H:36]2[O:42][C@H:41](CO)[C@@H:39](O)[C@H:37]2O)C=1.O1C=CC(B(O)O)=C1.